Dataset: CYP3A4 inhibition data for predicting drug metabolism from PubChem BioAssay. Task: Regression/Classification. Given a drug SMILES string, predict its absorption, distribution, metabolism, or excretion properties. Task type varies by dataset: regression for continuous measurements (e.g., permeability, clearance, half-life) or binary classification for categorical outcomes (e.g., BBB penetration, CYP inhibition). Dataset: cyp3a4_veith. (1) The compound is COc1cccc(Cn2c(=O)c(C)nc3cnc(Oc4cccc(Cl)c4)nc32)c1. The result is 1 (inhibitor). (2) The molecule is CCCCOC(=O)Nc1ccc(C)c(Cl)c1. The result is 0 (non-inhibitor). (3) The drug is COc1ccccc1-c1cncnc1N(C)Cc1ccco1. The result is 1 (inhibitor). (4) The molecule is COc1c(NC(C)=O)c2ccccc2c2ccccc12. The result is 0 (non-inhibitor).